From a dataset of Human liver microsome stability data. Regression/Classification. Given a drug SMILES string, predict its absorption, distribution, metabolism, or excretion properties. Task type varies by dataset: regression for continuous measurements (e.g., permeability, clearance, half-life) or binary classification for categorical outcomes (e.g., BBB penetration, CYP inhibition). Dataset: hlm. (1) The molecule is COc1ccc(-c2ccc3c(c2)CN(C2CN(C#N)C2)C3)cc1F. The result is 1 (stable in human liver microsomes). (2) The drug is C[C@](O)(CSc1cc(C(F)(F)F)cc(C(F)(F)F)c1)C(=O)Nc1ccc(C#N)c(C(F)(F)F)c1. The result is 1 (stable in human liver microsomes). (3) The compound is COc1cccc(CNC(=O)c2cc3ccc(-c4cn[nH]c4)nc3[nH]2)c1. The result is 0 (unstable in human liver microsomes). (4) The drug is CCOc1cc(NC(=O)C2(NC(=O)c3ccc4c(C5CCCC5)c(-c5ncc(Cl)cn5)n(C)c4c3)CCC2)ccc1C=CC(=O)OCC[N+](C)(C)C. The result is 0 (unstable in human liver microsomes). (5) The compound is c1ccc2c(c1)C1CCCCC1N2c1ncnc2[nH]ccc12. The result is 1 (stable in human liver microsomes). (6) The molecule is Cc1ccc(-c2c(=O)n(CCCCN3CC=C(c4c[nH]c5ccc(Cl)cc45)CC3)c(=O)n3ccccc23)cc1. The result is 0 (unstable in human liver microsomes). (7) The molecule is Nc1ncccc1-c1cc(Cc2ccc(Oc3cccc(F)c3)nc2)no1. The result is 0 (unstable in human liver microsomes).